This data is from Full USPTO retrosynthesis dataset with 1.9M reactions from patents (1976-2016). The task is: Predict the reactants needed to synthesize the given product. (1) Given the product [Si:1]([O:8][CH2:9][C:10]1[N:11]([CH3:28])[C:12]2[C:17]([CH:18]=1)=[CH:16][C:15]([C:19](=[O:24])[CH2:20][CH2:21][CH:22]=[CH2:23])=[C:14]([C:25]([CH3:27])=[CH2:26])[CH:13]=2)([C:4]([CH3:7])([CH3:6])[CH3:5])([CH3:3])[CH3:2], predict the reactants needed to synthesize it. The reactants are: [Si:1]([O:8][CH2:9][C:10]1[N:11]([CH3:28])[C:12]2[C:17]([CH:18]=1)=[CH:16][C:15]([CH:19]([OH:24])[CH2:20][CH2:21][CH:22]=[CH2:23])=[C:14]([C:25]([CH3:27])=[CH2:26])[CH:13]=2)([C:4]([CH3:7])([CH3:6])[CH3:5])([CH3:3])[CH3:2].C[N+]1([O-])CCOCC1. (2) Given the product [F:1][C:2]1[CH:3]=[CH:4][C:5]2[S:9][C:8](=[NH:10])[N:7]([CH2:15][CH2:14][O:13][CH3:12])[C:6]=2[CH:11]=1, predict the reactants needed to synthesize it. The reactants are: [F:1][C:2]1[CH:3]=[CH:4][C:5]2[S:9][C:8]([NH2:10])=[N:7][C:6]=2[CH:11]=1.[CH3:12][O:13][CH2:14][CH2:15]Br. (3) Given the product [Br:26][C:16]1[CH:17]=[C:18]([S:19][C:20]2[CH:21]=[CH:22][CH:23]=[CH:24][CH:25]=2)[C:13]([NH:12][C:10]([NH2:9])=[S:11])=[N:14][CH:15]=1, predict the reactants needed to synthesize it. The reactants are: C([NH:9][C:10]([NH:12][C:13]1[C:18]([S:19][C:20]2[CH:25]=[CH:24][CH:23]=[CH:22][CH:21]=2)=[CH:17][C:16]([Br:26])=[CH:15][N:14]=1)=[S:11])(=O)C1C=CC=CC=1.CO.[OH-].[Na+]. (4) Given the product [CH3:13][N:14]1[CH2:19][CH2:18][CH:17]([N:10]2[C:11]3[C:7](=[CH:6][CH:5]=[C:4]([N+:1]([O-:3])=[O:2])[CH:12]=3)[CH2:8][CH2:9]2)[CH2:16][CH2:15]1, predict the reactants needed to synthesize it. The reactants are: [N+:1]([C:4]1[CH:12]=[C:11]2[C:7]([CH2:8][CH2:9][NH:10]2)=[CH:6][CH:5]=1)([O-:3])=[O:2].[CH3:13][N:14]1[CH2:19][CH2:18][C:17](=O)[CH2:16][CH2:15]1.CC(O)=O.C([O-])(O)=O.[Na+].